This data is from Full USPTO retrosynthesis dataset with 1.9M reactions from patents (1976-2016). The task is: Predict the reactants needed to synthesize the given product. (1) Given the product [C:1]([N:4]1[C:13]2[C:8](=[CH:9][C:10]([C:14]3[CH:23]=[CH:22][C:17]([C:18]([OH:20])=[O:19])=[CH:16][CH:15]=3)=[CH:11][CH:12]=2)[C@H:7]([NH:24][C:25]([O:27][C:28]([CH3:31])([CH3:30])[CH3:29])=[O:26])[CH2:6][C@@H:5]1[CH3:32])(=[O:3])[CH3:2], predict the reactants needed to synthesize it. The reactants are: [C:1]([N:4]1[C:13]2[C:8](=[CH:9][C:10]([C:14]3[CH:23]=[CH:22][C:17]([C:18]([O:20]C)=[O:19])=[CH:16][CH:15]=3)=[CH:11][CH:12]=2)[C@H:7]([NH:24][C:25]([O:27][C:28]([CH3:31])([CH3:30])[CH3:29])=[O:26])[CH2:6][C@@H:5]1[CH3:32])(=[O:3])[CH3:2].[OH-].[Li+].C(O)(=O)C. (2) Given the product [CH2:21]([N:22]([CH2:25][CH3:26])[C:23]1[CH:38]=[CH:37][C:36]([NH:35][C:17]([C:5]2([C:3]([O:2][CH3:1])=[O:4])[CH2:14][CH2:13][C:12]3[C:7](=[C:8]([O:15][CH3:16])[CH:9]=[CH:10][CH:11]=3)[CH2:6]2)=[O:18])=[C:41]([CH3:40])[CH:24]=1)[CH3:20], predict the reactants needed to synthesize it. The reactants are: [CH3:1][O:2][C:3]([C:5]1([C:17](O)=[O:18])[CH2:14][CH2:13][C:12]2[C:7](=[C:8]([O:15][CH3:16])[CH:9]=[CH:10][CH:11]=2)[CH2:6]1)=[O:4].[CH3:20][CH2:21][N:22]([CH2:25][CH3:26])[CH2:23][CH3:24].CN(C(O[N:35]1N=N[C:37]2[CH:38]=C[CH:40]=[CH:41][C:36]1=2)=[N+](C)C)C.[B-](F)(F)(F)F. (3) Given the product [CH2:11]([C:4]1[S:3][C:2]2[NH:1][C:14](=[O:16])[N:32]([CH2:33][CH2:34][NH:35][C:36](=[O:42])[O:37][C:38]([CH3:39])([CH3:41])[CH3:40])[C:7](=[O:9])[C:6]=2[CH:5]=1)[CH3:12], predict the reactants needed to synthesize it. The reactants are: [NH2:1][C:2]1[S:3][C:4]([CH2:11][CH3:12])=[CH:5][C:6]=1[C:7]([O:9]C)=O.Cl[C:14](Cl)([O:16]C(=O)OC(Cl)(Cl)Cl)Cl.C(N(CC)CC)C.[NH2:32][CH2:33][CH2:34][NH:35][C:36](=[O:42])[O:37][C:38]([CH3:41])([CH3:40])[CH3:39]. (4) Given the product [CH3:1][C:2]1[N:3]=[C:4]2[CH:12]=[CH:11][CH:10]=[C:9]3[N:5]2[C:6]=1[C:7]([S:13][CH2:14][CH2:15][CH2:16][CH2:17][CH2:18][NH:19][C:30](=[O:29])[C:32]([F:35])([F:34])[F:33])=[N:8]3, predict the reactants needed to synthesize it. The reactants are: [CH3:1][C:2]1[N:3]=[C:4]2[CH:12]=[CH:11][CH:10]=[C:9]3[N:5]2[C:6]=1[C:7]([S:13][CH2:14][CH2:15][CH2:16][CH2:17][CH2:18][NH2:19])=[N:8]3.C(N(CC)CC)C.CC[O:29][C:30]([C:32]([F:35])([F:34])[F:33])=O. (5) Given the product [CH3:23][N:24]([CH3:34])[C:25]1[CH:30]=[CH:29][C:28]([C:2]2[N:7]=[C:6]([NH:8][C:9]([C:11]3([C:14]4[CH:22]=[CH:21][C:17]5[O:18][CH2:19][O:20][C:16]=5[CH:15]=4)[CH2:13][CH2:12]3)=[O:10])[CH:5]=[CH:4][CH:3]=2)=[CH:27][CH:26]=1, predict the reactants needed to synthesize it. The reactants are: Br[C:2]1[N:7]=[C:6]([NH:8][C:9]([C:11]2([C:14]3[CH:22]=[CH:21][C:17]4[O:18][CH2:19][O:20][C:16]=4[CH:15]=3)[CH2:13][CH2:12]2)=[O:10])[CH:5]=[CH:4][CH:3]=1.[CH3:23][N:24]([CH3:34])[C:25]1[CH:30]=[CH:29][C:28](B(O)O)=[CH:27][CH:26]=1.C(=O)([O-])[O-].[K+].[K+]. (6) Given the product [Cl:1][C:2]1[CH:10]=[C:9]2[C:5](/[C:6](=[CH:17]/[C:16]3[CH:19]=[CH:20][C:13]([Cl:12])=[CH:14][CH:15]=3)/[C:7](=[O:11])[NH:8]2)=[CH:4][CH:3]=1, predict the reactants needed to synthesize it. The reactants are: [Cl:1][C:2]1[CH:10]=[C:9]2[C:5]([CH2:6][C:7](=[O:11])[NH:8]2)=[CH:4][CH:3]=1.[Cl:12][C:13]1[CH:20]=[CH:19][C:16]([CH:17]=O)=[CH:15][CH:14]=1.N1CCCC1.